From a dataset of Reaction yield outcomes from USPTO patents with 853,638 reactions. Predict the reaction yield, written as a fraction of the theoretical maximum amount of product (1.0 means a 100% yield; for example, 0.34 means a 34% yield). (1) The reactants are [Cl:1][C:2]1[CH:3]=[C:4]([CH:7]=[CH:8][C:9]=1[CH3:10])[C:5]#[N:6].C1C(=O)N([Br:18])C(=O)C1. The catalyst is C(Cl)(Cl)(Cl)Cl.N(C(C)(C)C#N)=NC(C)(C)C#N. The product is [Br:18][CH2:10][C:9]1[CH:8]=[CH:7][C:4]([C:5]#[N:6])=[CH:3][C:2]=1[Cl:1]. The yield is 0.680. (2) The reactants are [CH:1]1([C@H:4]([NH:12][C:13]([CH2:15][C:16]2[CH:24]=[CH:23][CH:22]=[C:21]([F:25])[C:17]=2[C:18](O)=[O:19])=[O:14])[C:5]2[CH:10]=[CH:9][CH:8]=[C:7]([F:11])[CH:6]=2)[CH2:3][CH2:2]1.[C:26](OC(=O)C)(=[O:28])[CH3:27]. No catalyst specified. The product is [C:26]([C:15]1[C:16]2[C:17](=[C:21]([F:25])[CH:22]=[CH:23][CH:24]=2)[C:18](=[O:19])[O:14][C:13]=1[NH:12][C@@H:4]([CH:1]1[CH2:2][CH2:3]1)[C:5]1[CH:10]=[CH:9][CH:8]=[C:7]([F:11])[CH:6]=1)(=[O:28])[CH3:27]. The yield is 1.03. (3) The reactants are C(OC([NH:11][C@@H:12]([CH2:20][NH:21][C:22]([O:24][C:25]([CH3:28])([CH3:27])[CH3:26])=[O:23])[C:13]([O:15][C:16]([CH3:19])([CH3:18])[CH3:17])=[O:14])=O)C1C=CC=CC=1.CO.[ClH:31]. The catalyst is [Pd]. The product is [ClH:31].[NH2:11][C@@H:12]([CH2:20][NH:21][C:22]([O:24][C:25]([CH3:28])([CH3:27])[CH3:26])=[O:23])[C:13]([O:15][C:16]([CH3:18])([CH3:19])[CH3:17])=[O:14]. The yield is 0.990. (4) The reactants are [OH:1][CH2:2][C@@H:3]([NH:14][C:15]([O:17][CH2:18][C:19]1[CH:24]=[CH:23][CH:22]=[CH:21][CH:20]=1)=[O:16])[CH2:4][N:5]1[CH2:13][CH2:12][CH2:11][C@H:6]1[C:7]([O:9][CH3:10])=[O:8].C(N(CC)CC)C.[CH3:32][S:33](Cl)(=[O:35])=[O:34]. The catalyst is ClCCl.CN(C)C1C=CN=CC=1. The product is [CH3:32][S:33]([O:1][CH2:2][C@@H:3]([NH:14][C:15]([O:17][CH2:18][C:19]1[CH:20]=[CH:21][CH:22]=[CH:23][CH:24]=1)=[O:16])[CH2:4][N:5]1[CH2:13][CH2:12][CH2:11][C@H:6]1[C:7]([O:9][CH3:10])=[O:8])(=[O:35])=[O:34]. The yield is 1.00. (5) The reactants are [OH:1][CH2:2][C@H:3]1[CH2:7][CH2:6][C@H:5]([OH:8])[CH2:4]1.N1C=CN=C1.[Si:14](Cl)([C:17]([CH3:20])([CH3:19])[CH3:18])([CH3:16])[CH3:15]. The catalyst is CN(C=O)C. The product is [Si:14]([O:1][CH2:2][C@H:3]1[CH2:7][CH2:6][C@H:5]([OH:8])[CH2:4]1)([C:17]([CH3:20])([CH3:19])[CH3:18])([CH3:16])[CH3:15]. The yield is 0.310. (6) The reactants are [CH2:1]([O:8][C@@H:9]1[CH2:13][CH2:12][NH:11][CH2:10]1)[C:2]1[CH:7]=[CH:6][CH:5]=[CH:4][CH:3]=1.Cl.O[C@@H]1CCNC1.C(O)C1C=CC=CC=1.[BrH:29]. The catalyst is C(O)(C)C.C(OCC)(=O)C. The product is [BrH:29].[CH2:1]([O:8][C@@H:9]1[CH2:13][CH2:12][NH:11][CH2:10]1)[C:2]1[CH:3]=[CH:4][CH:5]=[CH:6][CH:7]=1. The yield is 0.590.